Dataset: NCI-60 drug combinations with 297,098 pairs across 59 cell lines. Task: Regression. Given two drug SMILES strings and cell line genomic features, predict the synergy score measuring deviation from expected non-interaction effect. Drug 1: C1CN1C2=NC(=NC(=N2)N3CC3)N4CC4. Drug 2: CCC1(C2=C(COC1=O)C(=O)N3CC4=CC5=C(C=CC(=C5CN(C)C)O)N=C4C3=C2)O.Cl. Cell line: ACHN. Synergy scores: CSS=68.1, Synergy_ZIP=3.41, Synergy_Bliss=4.36, Synergy_Loewe=3.11, Synergy_HSA=7.13.